This data is from Peptide-MHC class II binding affinity with 134,281 pairs from IEDB. The task is: Regression. Given a peptide amino acid sequence and an MHC pseudo amino acid sequence, predict their binding affinity value. This is MHC class II binding data. (1) The MHC is DRB1_0401 with pseudo-sequence DRB1_0401. The binding affinity (normalized) is 0.116. The peptide sequence is TIDGRGAEVHIGNGG. (2) The peptide sequence is NRFSYIPNGALKFVD. The MHC is DRB3_0202 with pseudo-sequence DRB3_0202. The binding affinity (normalized) is 0.888. (3) The peptide sequence is PEMPALYEKKLALYL. The MHC is DRB5_0101 with pseudo-sequence DRB5_0101. The binding affinity (normalized) is 0.602. (4) The peptide sequence is LFGGLNWITKVIMGA. The MHC is DRB1_0701 with pseudo-sequence DRB1_0701. The binding affinity (normalized) is 0.353.